From a dataset of Tyrosyl-DNA phosphodiesterase HTS with 341,365 compounds. Binary Classification. Given a drug SMILES string, predict its activity (active/inactive) in a high-throughput screening assay against a specified biological target. The compound is Fc1c(CN2CC(N(C)C(=O)c3n(ncc3)C)CCC2)cccc1. The result is 0 (inactive).